Dataset: NCI-60 drug combinations with 297,098 pairs across 59 cell lines. Task: Regression. Given two drug SMILES strings and cell line genomic features, predict the synergy score measuring deviation from expected non-interaction effect. (1) Drug 1: C1=CC(=CC=C1C#N)C(C2=CC=C(C=C2)C#N)N3C=NC=N3. Drug 2: C1=NC(=NC(=O)N1C2C(C(C(O2)CO)O)O)N. Cell line: CCRF-CEM. Synergy scores: CSS=50.7, Synergy_ZIP=17.8, Synergy_Bliss=16.8, Synergy_Loewe=-10.7, Synergy_HSA=-6.82. (2) Drug 1: CC(CN1CC(=O)NC(=O)C1)N2CC(=O)NC(=O)C2. Drug 2: CC1C(C(CC(O1)OC2CC(OC(C2O)C)OC3=CC4=CC5=C(C(=O)C(C(C5)C(C(=O)C(C(C)O)O)OC)OC6CC(C(C(O6)C)O)OC7CC(C(C(O7)C)O)OC8CC(C(C(O8)C)O)(C)O)C(=C4C(=C3C)O)O)O)O. Cell line: T-47D. Synergy scores: CSS=6.86, Synergy_ZIP=-0.354, Synergy_Bliss=0.827, Synergy_Loewe=0.0213, Synergy_HSA=0.0292. (3) Drug 1: C1C(C(OC1N2C=NC3=C(N=C(N=C32)Cl)N)CO)O. Drug 2: C1=CN(C=N1)CC(O)(P(=O)(O)O)P(=O)(O)O. Cell line: UACC62. Synergy scores: CSS=55.8, Synergy_ZIP=-3.65, Synergy_Bliss=-6.61, Synergy_Loewe=-26.2, Synergy_HSA=-6.02. (4) Drug 1: CC1=C2C(C(=O)C3(C(CC4C(C3C(C(C2(C)C)(CC1OC(=O)C(C(C5=CC=CC=C5)NC(=O)OC(C)(C)C)O)O)OC(=O)C6=CC=CC=C6)(CO4)OC(=O)C)OC)C)OC. Drug 2: CN1C(=O)N2C=NC(=C2N=N1)C(=O)N. Cell line: SK-MEL-5. Synergy scores: CSS=45.5, Synergy_ZIP=5.95, Synergy_Bliss=3.07, Synergy_Loewe=-28.7, Synergy_HSA=-1.90. (5) Drug 1: CC(C1=C(C=CC(=C1Cl)F)Cl)OC2=C(N=CC(=C2)C3=CN(N=C3)C4CCNCC4)N. Drug 2: C1C(C(OC1N2C=C(C(=O)NC2=O)F)CO)O. Cell line: SF-539. Synergy scores: CSS=45.5, Synergy_ZIP=-0.259, Synergy_Bliss=-2.51, Synergy_Loewe=-19.9, Synergy_HSA=-1.92. (6) Drug 1: CCC1=C2CN3C(=CC4=C(C3=O)COC(=O)C4(CC)O)C2=NC5=C1C=C(C=C5)O. Drug 2: CC1CCCC2(C(O2)CC(NC(=O)CC(C(C(=O)C(C1O)C)(C)C)O)C(=CC3=CSC(=N3)C)C)C. Cell line: NCI-H460. Synergy scores: CSS=72.9, Synergy_ZIP=1.34, Synergy_Bliss=-1.09, Synergy_Loewe=-3.22, Synergy_HSA=1.11. (7) Drug 1: C1=NC2=C(N1)C(=S)N=C(N2)N. Drug 2: C1CN(P(=O)(OC1)NCCCl)CCCl. Cell line: NCI-H522. Synergy scores: CSS=22.5, Synergy_ZIP=-7.40, Synergy_Bliss=-1.64, Synergy_Loewe=-15.8, Synergy_HSA=-1.47. (8) Drug 1: C1C(C(OC1N2C=NC(=NC2=O)N)CO)O. Drug 2: CC1C(C(CC(O1)OC2CC(CC3=C2C(=C4C(=C3O)C(=O)C5=C(C4=O)C(=CC=C5)OC)O)(C(=O)CO)O)N)O.Cl. Cell line: SR. Synergy scores: CSS=41.4, Synergy_ZIP=-6.94, Synergy_Bliss=-12.4, Synergy_Loewe=-15.8, Synergy_HSA=-5.44. (9) Drug 1: CCC1(CC2CC(C3=C(CCN(C2)C1)C4=CC=CC=C4N3)(C5=C(C=C6C(=C5)C78CCN9C7C(C=CC9)(C(C(C8N6C=O)(C(=O)OC)O)OC(=O)C)CC)OC)C(=O)OC)O.OS(=O)(=O)O. Drug 2: C1C(C(OC1N2C=NC3=C2NC=NCC3O)CO)O. Cell line: BT-549. Synergy scores: CSS=18.8, Synergy_ZIP=2.68, Synergy_Bliss=10.4, Synergy_Loewe=-3.71, Synergy_HSA=3.70. (10) Drug 1: CC12CCC(CC1=CCC3C2CCC4(C3CC=C4C5=CN=CC=C5)C)O. Drug 2: CCC1=C2CN3C(=CC4=C(C3=O)COC(=O)C4(CC)O)C2=NC5=C1C=C(C=C5)O. Cell line: OVCAR3. Synergy scores: CSS=47.5, Synergy_ZIP=5.49, Synergy_Bliss=5.22, Synergy_Loewe=-13.0, Synergy_HSA=7.26.